This data is from Peptide-MHC class II binding affinity with 134,281 pairs from IEDB. The task is: Regression. Given a peptide amino acid sequence and an MHC pseudo amino acid sequence, predict their binding affinity value. This is MHC class II binding data. (1) The peptide sequence is TAVAKCNEKHDEEFC. The MHC is H-2-IAb with pseudo-sequence H-2-IAb. The binding affinity (normalized) is 0. (2) The peptide sequence is LASVAMCRTPFSLAEHHHHHH. The MHC is HLA-DQA10103-DQB10603 with pseudo-sequence HLA-DQA10103-DQB10603. The binding affinity (normalized) is 0.444. (3) The peptide sequence is SGSQEVEFIGYGKAT. The MHC is DRB1_0404 with pseudo-sequence DRB1_0404. The binding affinity (normalized) is 0.163.